This data is from Full USPTO retrosynthesis dataset with 1.9M reactions from patents (1976-2016). The task is: Predict the reactants needed to synthesize the given product. Given the product [CH3:1][C:2]1[NH:3][C:4]2[C:9]([C:10]=1[CH2:11][C:12]([O:14][CH3:16])=[O:13])=[CH:8][CH:7]=[CH:6][CH:5]=2, predict the reactants needed to synthesize it. The reactants are: [CH3:1][C:2]1[NH:3][C:4]2[C:9]([C:10]=1[CH2:11][C:12]([OH:14])=[O:13])=[CH:8][CH:7]=[CH:6][CH:5]=2.Cl.[CH3:16]O.